This data is from Full USPTO retrosynthesis dataset with 1.9M reactions from patents (1976-2016). The task is: Predict the reactants needed to synthesize the given product. (1) Given the product [C:7]1([C:1]2[CH:2]=[CH:3][CH:4]=[CH:5][CH:6]=2)[CH:8]=[CH:9][C:10]([CH2:11][NH:12][C:44]([C:40]2[CH:39]=[C:38]3[C:43](=[CH:42][CH:41]=2)[N:35]([CH2:34][C:31]2[CH:30]=[CH:29][C:28]([C:23]4[C:22]([C:20]([OH:21])=[O:19])=[CH:27][CH:26]=[CH:25][CH:24]=4)=[CH:33][CH:32]=2)[C:36]([CH3:48])=[C:37]3[CH3:47])=[O:45])=[CH:13][CH:14]=1, predict the reactants needed to synthesize it. The reactants are: [C:1]1([C:7]2[CH:14]=[CH:13][C:10]([CH2:11][NH2:12])=[CH:9][CH:8]=2)[CH:6]=[CH:5][CH:4]=[CH:3][CH:2]=1.C([O:19][C:20]([C:22]1[CH:27]=[CH:26][CH:25]=[CH:24][C:23]=1[C:28]1[CH:33]=[CH:32][C:31]([CH2:34][N:35]2[C:43]3[C:38](=[CH:39][C:40]([C:44](O)=[O:45])=[CH:41][CH:42]=3)[C:37]([CH3:47])=[C:36]2[CH3:48])=[CH:30][CH:29]=1)=[O:21])(C)(C)C. (2) Given the product [NH2:17][C:12]1[CH:11]=[CH:10][C:9]([C:1](=[O:8])[C:2]2[CH:3]=[CH:4][CH:5]=[CH:6][CH:7]=2)=[CH:16][C:13]=1[CH:14]=[O:15], predict the reactants needed to synthesize it. The reactants are: [C:1]([C:9]1[CH:10]=[CH:11][C:12]([N+:17]([O-])=O)=[C:13]([CH:16]=1)[CH:14]=[O:15])(=[O:8])[C:2]1[CH:7]=[CH:6][CH:5]=[CH:4][CH:3]=1.S1C=CC=C1. (3) Given the product [OH:30][C:27]([CH:24]1[CH2:25][CH2:26][N:22]([C:3]2[C:2]([C:33]3[CH:32]=[N:31][CH:36]=[CH:35][CH:34]=3)=[CH:21][C:6]([C:7]([NH:9][C:10]3[CH:15]=[CH:14][C:13]([O:16][C:17]([F:20])([F:19])[F:18])=[CH:12][CH:11]=3)=[O:8])=[CH:5][N:4]=2)[CH2:23]1)([CH3:29])[CH3:28], predict the reactants needed to synthesize it. The reactants are: Br[C:2]1[C:3]([N:22]2[CH2:26][CH2:25][CH:24]([C:27]([OH:30])([CH3:29])[CH3:28])[CH2:23]2)=[N:4][CH:5]=[C:6]([CH:21]=1)[C:7]([NH:9][C:10]1[CH:15]=[CH:14][C:13]([O:16][C:17]([F:20])([F:19])[F:18])=[CH:12][CH:11]=1)=[O:8].[N:31]1[CH:36]=[CH:35][CH:34]=[C:33](B(O)O)[CH:32]=1. (4) Given the product [Cl:1][C:2]1[CH:3]=[C:4]([CH:7]=[CH:8][C:9]=1[O:10][CH2:17][C@@H:15]1[CH2:14][O:13][C:12]([CH3:19])([CH3:11])[O:16]1)[CH:5]=[O:6], predict the reactants needed to synthesize it. The reactants are: [Cl:1][C:2]1[CH:3]=[C:4]([CH:7]=[CH:8][C:9]=1[OH:10])[CH:5]=[O:6].[CH3:11][C:12]1([CH3:19])[O:16][C@H:15]([CH2:17]O)[CH2:14][O:13]1.C(P(CCCC)CCCC)CCC. (5) Given the product [F:13][C:14]1[CH:19]=[C:18]([F:20])[CH:17]=[CH:16][C:15]=1[C:21]1([C:22]([F:23])([F:24])[C:25]2[N:30]=[CH:29][C:28]([O:31][C:32]3[CH:39]=[CH:38][C:35]([C:36]#[N:37])=[CH:34][CH:33]=3)=[CH:27][CH:26]=2)[CH2:7][O:40]1, predict the reactants needed to synthesize it. The reactants are: [I-].C[S+](C)(C)=O.[CH3:7]C(C)([O-])C.[K+].[F:13][C:14]1[CH:19]=[C:18]([F:20])[CH:17]=[CH:16][C:15]=1[C:21](=[O:40])[C:22]([C:25]1[N:30]=[CH:29][C:28]([O:31][C:32]2[CH:39]=[CH:38][C:35]([C:36]#[N:37])=[CH:34][CH:33]=2)=[CH:27][CH:26]=1)([F:24])[F:23].C(=O)(O)[O-].[Na+].